This data is from NCI-60 drug combinations with 297,098 pairs across 59 cell lines. The task is: Regression. Given two drug SMILES strings and cell line genomic features, predict the synergy score measuring deviation from expected non-interaction effect. (1) Drug 1: C1=NC2=C(N1)C(=S)N=C(N2)N. Drug 2: CC(C)NC(=O)C1=CC=C(C=C1)CNNC.Cl. Cell line: IGROV1. Synergy scores: CSS=28.1, Synergy_ZIP=1.22, Synergy_Bliss=2.95, Synergy_Loewe=-20.4, Synergy_HSA=0.756. (2) Drug 1: CC1=CC=C(C=C1)C2=CC(=NN2C3=CC=C(C=C3)S(=O)(=O)N)C(F)(F)F. Drug 2: C1C(C(OC1N2C=NC3=C(N=C(N=C32)Cl)N)CO)O. Cell line: OVCAR-4. Synergy scores: CSS=6.74, Synergy_ZIP=-3.66, Synergy_Bliss=-2.90, Synergy_Loewe=-4.09, Synergy_HSA=-1.78. (3) Drug 1: CCC1=C2CN3C(=CC4=C(C3=O)COC(=O)C4(CC)O)C2=NC5=C1C=C(C=C5)O. Drug 2: COCCOC1=C(C=C2C(=C1)C(=NC=N2)NC3=CC=CC(=C3)C#C)OCCOC.Cl. Cell line: UACC62. Synergy scores: CSS=56.1, Synergy_ZIP=-0.478, Synergy_Bliss=1.50, Synergy_Loewe=-66.4, Synergy_HSA=2.38. (4) Drug 1: CC1=C2C(C(=O)C3(C(CC4C(C3C(C(C2(C)C)(CC1OC(=O)C(C(C5=CC=CC=C5)NC(=O)OC(C)(C)C)O)O)OC(=O)C6=CC=CC=C6)(CO4)OC(=O)C)O)C)O. Drug 2: C1=NC(=NC(=O)N1C2C(C(C(O2)CO)O)O)N. Cell line: SK-MEL-28. Synergy scores: CSS=13.1, Synergy_ZIP=-6.81, Synergy_Bliss=-5.27, Synergy_Loewe=-1.82, Synergy_HSA=-1.61.